This data is from NCI-60 drug combinations with 297,098 pairs across 59 cell lines. The task is: Regression. Given two drug SMILES strings and cell line genomic features, predict the synergy score measuring deviation from expected non-interaction effect. Drug 1: C1=NC2=C(N=C(N=C2N1C3C(C(C(O3)CO)O)O)F)N. Drug 2: C1CN(P(=O)(OC1)NCCCl)CCCl. Cell line: MDA-MB-435. Synergy scores: CSS=7.61, Synergy_ZIP=-3.72, Synergy_Bliss=-0.889, Synergy_Loewe=-2.92, Synergy_HSA=-1.57.